Dataset: Catalyst prediction with 721,799 reactions and 888 catalyst types from USPTO. Task: Predict which catalyst facilitates the given reaction. (1) Reactant: [O:1]=[C:2]1[NH:6][N:5]=[C:4]([C:7]2[CH:8]=[C:9]3[C:14](=[C:15]([NH:17][C@H:18]4[CH2:22][CH2:21][N:20](C(OC(C)(C)C)=O)[CH2:19]4)[N:16]=2)[N:13]=[CH:12][CH:11]=[CH:10]3)[NH:3]1.C(O)(C(F)(F)F)=O. Product: [NH:20]1[CH2:21][CH2:22][C@H:18]([NH:17][C:15]2[N:16]=[C:7]([C:4]3[NH:3][C:2](=[O:1])[NH:6][N:5]=3)[CH:8]=[C:9]3[C:14]=2[N:13]=[CH:12][CH:11]=[CH:10]3)[CH2:19]1. The catalyst class is: 2. (2) Reactant: C(N(C(C)C)CC)(C)C.[C:10]1([CH3:22])[CH:15]=[CH:14][C:13]([S:16]([N:19]=C=O)(=[O:18])=[O:17])=[CH:12][CH:11]=1.CNCCCNC.C(O)(=O)CC(CC(O)=O)(C(O)=O)O. The catalyst class is: 1. Product: [CH3:22][C:10]1[CH:11]=[CH:12][C:13]([S:16]([NH2:19])(=[O:18])=[O:17])=[CH:14][CH:15]=1.